Dataset: Forward reaction prediction with 1.9M reactions from USPTO patents (1976-2016). Task: Predict the product of the given reaction. (1) Given the reactants [NH:1]1[C:9]2[C:4](=[CH:5][CH:6]=[CH:7][C:8]=2[O:10][CH2:11][CH2:12][OH:13])[CH:3]=[CH:2]1.O1CCOCC1.[H-].[Na+].Cl[C:23]1[C:28]([N:29]2[CH2:34][CH2:33][NH:32][CH2:31][CH2:30]2)=[N:27][CH:26]=[CH:25][N:24]=1, predict the reaction product. The product is: [N:29]1([C:28]2[C:23]([O:13][CH2:12][CH2:11][O:10][C:8]3[CH:7]=[CH:6][CH:5]=[C:4]4[C:9]=3[NH:1][CH:2]=[CH:3]4)=[N:24][CH:25]=[CH:26][N:27]=2)[CH2:34][CH2:33][NH:32][CH2:31][CH2:30]1. (2) Given the reactants [CH3:1][C:2]1[CH:7]=[CH:6][N:5]=[CH:4][C:3]=1[N:8]1[CH2:12][CH2:11][NH:10][C:9]1=[O:13].Br[C:15]1[CH:16]=[C:17]2[C:22](=[CH:23][CH:24]=1)[N:21]([CH2:25][CH3:26])[C:20](=[O:27])[CH2:19][CH2:18]2.O1CCOCC1.N[C@@H]1CCCC[C@H]1N.C(=O)([O-])[O-].[K+].[K+], predict the reaction product. The product is: [CH2:25]([N:21]1[C:22]2[C:17](=[CH:16][C:15]([N:10]3[CH2:11][CH2:12][N:8]([C:3]4[CH:4]=[N:5][CH:6]=[CH:7][C:2]=4[CH3:1])[C:9]3=[O:13])=[CH:24][CH:23]=2)[CH2:18][CH2:19][C:20]1=[O:27])[CH3:26]. (3) Given the reactants [CH3:1][N:2]1[CH2:18][CH2:17][C:5]2[N:6]([CH2:14][C:15]#[N:16])[C:7]3[CH:8]=[CH:9][C:10]([CH3:13])=[CH:11][C:12]=3[C:4]=2[CH2:3]1.[H-].C([Al+]CC(C)C)C(C)C, predict the reaction product. The product is: [CH3:1][N:2]1[CH2:18][CH2:17][C:5]2[N:6]([CH2:14][CH2:15][NH2:16])[C:7]3[CH:8]=[CH:9][C:10]([CH3:13])=[CH:11][C:12]=3[C:4]=2[CH2:3]1. (4) Given the reactants [F:1][C:2]1[CH:3]=[CH:4][C:5]([CH2:11][NH:12][C:13]([C:15]2[C:31]([OH:32])=[C:18]3[C:19](=[O:30])[N:20]([CH3:29])[CH2:21][C@H:22]([C:23]4[CH:28]=[CH:27][CH:26]=[CH:25][CH:24]=4)[N:17]3[N:16]=2)=[O:14])=[C:6]([CH:10]=1)[C:7](O)=[O:8].C1C=[N:37][C:36]2N(O)N=NC=2C=1.C(Cl)CCl.CN.C1COCC1.C(N(CC)CC)C, predict the reaction product. The product is: [F:1][C:2]1[CH:3]=[CH:4][C:5]([CH2:11][NH:12][C:13]([C:15]2[C:31]([OH:32])=[C:18]3[C:19](=[O:30])[N:20]([CH3:29])[CH2:21][C@H:22]([C:23]4[CH:28]=[CH:27][CH:26]=[CH:25][CH:24]=4)[N:17]3[N:16]=2)=[O:14])=[C:6]([C:7]([NH:37][CH3:36])=[O:8])[CH:10]=1. (5) Given the reactants [C:1]([C:3]1[CH:4]=[C:5]2[C:10](=[CH:11][C:12]=1[O:13][C:14]1[CH:22]=[CH:21][C:17]([C:18]([OH:20])=O)=[CH:16][CH:15]=1)[O:9][CH2:8][CH2:7][CH:6]2[C:23]([O:25][CH3:26])=[O:24])#[N:2].C1C=NC2N(O)N=NC=2C=1.Cl.C(N=C=NCCCN(C)C)C.[NH2:49][C:50]1[CH:59]=[C:58]2[C:53]([CH2:54][CH2:55][N:56]([C:60]([O:62][C:63]([CH3:66])([CH3:65])[CH3:64])=[O:61])[CH2:57]2)=[CH:52][CH:51]=1, predict the reaction product. The product is: [C:1]([C:3]1[CH:4]=[C:5]2[C:10](=[CH:11][C:12]=1[O:13][C:14]1[CH:15]=[CH:16][C:17]([C:18]([NH:49][C:50]3[CH:59]=[C:58]4[C:53]([CH2:54][CH2:55][N:56]([C:60]([O:62][C:63]([CH3:66])([CH3:65])[CH3:64])=[O:61])[CH2:57]4)=[CH:52][CH:51]=3)=[O:20])=[CH:21][CH:22]=1)[O:9][CH2:8][CH2:7][CH:6]2[C:23]([O:25][CH3:26])=[O:24])#[N:2]. (6) The product is: [CH3:1][C:2]([CH:6]=[CH:7][C:8]1[CH:13]=[CH:12][CH:11]=[CH:10][CH:9]=1)=[CH:3][C:4]([OH:14])=[O:5]. Given the reactants [CH3:1][C:2]([CH:6]=[CH:7][C:8]1[CH:13]=[CH:12][CH:11]=[CH:10][CH:9]=1)=[CH:3][CH:4]=[O:5].[OH-:14].[Na+], predict the reaction product.